Dataset: Forward reaction prediction with 1.9M reactions from USPTO patents (1976-2016). Task: Predict the product of the given reaction. (1) Given the reactants [CH3:1][O:2][C:3](=[O:20])[C:4]1[CH:9]=[CH:8][C:7]([O:10][CH:11]2[CH2:15][CH:14]([O:16]C(=O)C)[CH:13]=[CH:12]2)=[CH:6][CH:5]=1.C(=O)([O-])[O-].[K+].[K+], predict the reaction product. The product is: [CH3:1][O:2][C:3](=[O:20])[C:4]1[CH:9]=[CH:8][C:7]([O:10][C@H:11]2[CH2:15][C@H:14]([OH:16])[CH:13]=[CH:12]2)=[CH:6][CH:5]=1. (2) Given the reactants [CH3:1][C:2]1[N:3]=[C:4]([NH2:8])[S:5][C:6]=1[CH3:7].Br[CH:10]1[CH2:13][CH2:12][CH2:11]1.[C:14]12([C:24](O)=[O:25])[CH2:23][CH:18]3[CH2:19][CH:20]([CH2:22][CH:16]([CH2:17]3)[CH2:15]1)[CH2:21]2, predict the reaction product. The product is: [CH:10]1([N:3]2[C:2]([CH3:1])=[C:6]([CH3:7])[S:5]/[C:4]/2=[N:8]\[C:24]([C:14]23[CH2:23][CH:18]4[CH2:17][CH:16]([CH2:22][CH:20]([CH2:19]4)[CH2:21]2)[CH2:15]3)=[O:25])[CH2:13][CH2:12][CH2:11]1. (3) Given the reactants [C:1](=[O:15])([O:6][CH2:7][CH2:8][O:9][C:10](=[O:14])[C:11]([CH3:13])=[CH2:12])[O:2][CH:3](Cl)[CH3:4].[C:16]([O-:21])(=[O:20])[C:17]([CH3:19])=[CH2:18].[K+], predict the reaction product. The product is: [C:1](=[O:15])([O:6][CH2:7][CH2:8][O:9][C:10](=[O:14])[C:11]([CH3:13])=[CH2:12])[O:2][CH:3]([O:21][C:16](=[O:20])[C:17]([CH3:19])=[CH2:18])[CH3:4].